Dataset: Full USPTO retrosynthesis dataset with 1.9M reactions from patents (1976-2016). Task: Predict the reactants needed to synthesize the given product. Given the product [N+:1]([C:4]1[CH:11]=[C:10]([O:12][CH2:25][CH:26]2[CH2:31][CH2:30][N:29]([C:32]([O:34][C:35]([CH3:36])([CH3:38])[CH3:37])=[O:33])[CH2:28][CH2:27]2)[C:9]([O:13][CH3:14])=[CH:8][C:5]=1[C:6]#[N:7])([O-:3])=[O:2], predict the reactants needed to synthesize it. The reactants are: [N+:1]([C:4]1[CH:11]=[C:10]([OH:12])[C:9]([O:13][CH3:14])=[CH:8][C:5]=1[C:6]#[N:7])([O-:3])=[O:2].C1(C)C=CC(S(O[CH2:25][CH:26]2[CH2:31][CH2:30][N:29]([C:32]([O:34][C:35]([CH3:38])([CH3:37])[CH3:36])=[O:33])[CH2:28][CH2:27]2)(=O)=O)=CC=1.C([O-])([O-])=O.[K+].[K+].